This data is from Full USPTO retrosynthesis dataset with 1.9M reactions from patents (1976-2016). The task is: Predict the reactants needed to synthesize the given product. (1) Given the product [F:28][C:29]([F:44])([F:43])[C:30]1[CH:31]=[C:32]([C:33]([N:8]2[CH2:13][CH2:12][C@H:11]([N:22]3[CH2:27][CH2:26][O:25][CH2:24][CH2:23]3)[C@H:10]([C:15]3[CH:16]=[CH:17][C:18]([F:21])=[CH:19][CH:20]=3)[CH2:9]2)=[O:34])[CH:36]=[C:37]([C:39]([F:42])([F:41])[F:40])[CH:38]=1, predict the reactants needed to synthesize it. The reactants are: C([N:8]1[CH2:13][CH2:12][C:11](=O)[CH:10]([C:15]2[CH:20]=[CH:19][C:18]([F:21])=[CH:17][CH:16]=2)[CH2:9]1)C1C=CC=CC=1.[NH:22]1[CH2:27][CH2:26][O:25][CH2:24][CH2:23]1.[F:28][C:29]([F:44])([F:43])[C:30]1[CH:31]=[C:32]([CH:36]=[C:37]([C:39]([F:42])([F:41])[F:40])[CH:38]=1)[C:33](Cl)=[O:34]. (2) Given the product [C:1]([O:5][C:6]([N:8]1[CH2:12][C@H:11]([O:13][C:20]2[CH:21]=[CH:22][C:23]([C:26]3[S:27][C:28]4[C:33]([N:34]=3)=[CH:32][CH:31]=[C:30]([C:35]3([C:38]5[CH:43]=[CH:42][CH:41]=[CH:40][CH:39]=5)[CH2:36][CH2:37]3)[N:29]=4)=[CH:24][CH:25]=2)[CH2:10][C@H:9]1[C:14]([OH:16])=[O:15])=[O:7])([CH3:4])([CH3:2])[CH3:3], predict the reactants needed to synthesize it. The reactants are: [C:1]([O:5][C:6]([N:8]1[CH2:12][C@H:11]([OH:13])[CH2:10][C@H:9]1[C:14]([OH:16])=[O:15])=[O:7])([CH3:4])([CH3:3])[CH3:2].[H-].[Na+].F[C:20]1[CH:25]=[CH:24][C:23]([C:26]2[S:27][C:28]3[C:33]([N:34]=2)=[CH:32][CH:31]=[C:30]([C:35]2([C:38]4[CH:43]=[CH:42][CH:41]=[CH:40][CH:39]=4)[CH2:37][CH2:36]2)[N:29]=3)=[CH:22][CH:21]=1. (3) Given the product [Br:1][C:2]1[CH:7]=[C:6]2[C:5](=[CH:4][CH:3]=1)[N:9]1[CH:13]=[CH:12][N:11]=[C:10]1[C:14](=[O:15])[NH:8]2, predict the reactants needed to synthesize it. The reactants are: [Br:1][C:2]1[CH:3]=[CH:4][C:5]([N:9]2[CH:13]=[CH:12][N:11]=[CH:10]2)=[C:6]([NH2:8])[CH:7]=1.[C:14](N1C=CN=C1)(N1C=CN=C1)=[O:15]. (4) The reactants are: C(OP(O[CH2:10][C:11]1[O:15][N:14]=[C:13]([C:16]([O:18][CH2:19][CH3:20])=[O:17])[CH:12]=1)(OCC)=O)C.[CH3:21][O:22][C:23]1[CH:28]=[CH:27][CH:26]=[CH:25][C:24]=1B(O)O.C(=O)([O-])[O-].[K+].[K+].C1(P(C2C=CC=CC=2)C2C=CC=CC=2)C=CC=CC=1. Given the product [CH3:21][O:22][C:23]1[CH:28]=[CH:27][CH:26]=[CH:25][C:24]=1[CH2:10][C:11]1[O:15][N:14]=[C:13]([C:16]([O:18][CH2:19][CH3:20])=[O:17])[CH:12]=1, predict the reactants needed to synthesize it. (5) Given the product [Br-:17].[C:1]([O:5][C:6]([N:8]1[CH2:13][CH2:12][CH:11]([CH2:14][C:15](=[O:18])[CH2:16][P+:25]([C:26]2[CH:27]=[CH:28][CH:29]=[CH:30][CH:31]=2)([C:32]2[CH:37]=[CH:36][CH:35]=[CH:34][CH:33]=2)[C:22]2[CH:21]=[CH:20][CH:19]=[CH:24][CH:23]=2)[CH2:10][CH2:9]1)=[O:7])([CH3:4])([CH3:3])[CH3:2], predict the reactants needed to synthesize it. The reactants are: [C:1]([O:5][C:6]([N:8]1[CH2:13][CH2:12][CH:11]([CH2:14][C:15](=[O:18])[CH2:16][Br:17])[CH2:10][CH2:9]1)=[O:7])([CH3:4])([CH3:3])[CH3:2].[CH:19]1[CH:24]=[CH:23][C:22]([P:25]([C:32]2[CH:37]=[CH:36][CH:35]=[CH:34][CH:33]=2)[C:26]2[CH:31]=[CH:30][CH:29]=[CH:28][CH:27]=2)=[CH:21][CH:20]=1. (6) The reactants are: [CH:1]1([CH2:7][CH:8]([C:10]2[CH:11]=[N:12][C:13]([C:16]3[CH:21]=[CH:20][C:19]([C:22]([F:25])([F:24])[F:23])=[CH:18][CH:17]=3)=[CH:14][CH:15]=2)O)[CH2:6][CH2:5][CH2:4][CH2:3][CH2:2]1.N(C(N1CCCCC1)=O)=NC(N1CCCCC1)=O.C(P(CCCC)CCCC)CCC.[SH:57][C:58]1[CH:67]=[CH:66][C:61]([C:62]([O:64][CH3:65])=[O:63])=[CH:60][CH:59]=1. Given the product [CH3:65][O:64][C:62](=[O:63])[C:61]1[CH:66]=[CH:67][C:58]([S:57][CH:8]([C:10]2[CH:11]=[N:12][C:13]([C:16]3[CH:21]=[CH:20][C:19]([C:22]([F:25])([F:24])[F:23])=[CH:18][CH:17]=3)=[CH:14][CH:15]=2)[CH2:7][CH:1]2[CH2:6][CH2:5][CH2:4][CH2:3][CH2:2]2)=[CH:59][CH:60]=1, predict the reactants needed to synthesize it.